This data is from NCI-60 drug combinations with 297,098 pairs across 59 cell lines. The task is: Regression. Given two drug SMILES strings and cell line genomic features, predict the synergy score measuring deviation from expected non-interaction effect. (1) Drug 1: CC1=CC2C(CCC3(C2CCC3(C(=O)C)OC(=O)C)C)C4(C1=CC(=O)CC4)C. Drug 2: C#CCC(CC1=CN=C2C(=N1)C(=NC(=N2)N)N)C3=CC=C(C=C3)C(=O)NC(CCC(=O)O)C(=O)O. Cell line: CCRF-CEM. Synergy scores: CSS=0.228, Synergy_ZIP=-1.21, Synergy_Bliss=-2.73, Synergy_Loewe=-1.66, Synergy_HSA=-2.08. (2) Synergy scores: CSS=50.2, Synergy_ZIP=0.284, Synergy_Bliss=-0.330, Synergy_Loewe=-6.55, Synergy_HSA=1.25. Drug 1: C1=CC(=CC=C1CCCC(=O)O)N(CCCl)CCCl. Cell line: NCI-H460. Drug 2: C1CN(CCN1C(=O)CCBr)C(=O)CCBr. (3) Drug 1: CC(C)NC(=O)C1=CC=C(C=C1)CNNC.Cl. Drug 2: COC1=C2C(=CC3=C1OC=C3)C=CC(=O)O2. Cell line: 786-0. Synergy scores: CSS=-1.37, Synergy_ZIP=1.73, Synergy_Bliss=1.66, Synergy_Loewe=-3.14, Synergy_HSA=-2.38. (4) Drug 1: CC1=CC2C(CCC3(C2CCC3(C(=O)C)OC(=O)C)C)C4(C1=CC(=O)CC4)C. Drug 2: CC1CCC2CC(C(=CC=CC=CC(CC(C(=O)C(C(C(=CC(C(=O)CC(OC(=O)C3CCCCN3C(=O)C(=O)C1(O2)O)C(C)CC4CCC(C(C4)OC)OCCO)C)C)O)OC)C)C)C)OC. Cell line: U251. Synergy scores: CSS=18.7, Synergy_ZIP=-4.22, Synergy_Bliss=-3.54, Synergy_Loewe=-28.3, Synergy_HSA=-2.37. (5) Cell line: NCI-H226. Drug 1: CC1C(C(CC(O1)OC2CC(CC3=C2C(=C4C(=C3O)C(=O)C5=C(C4=O)C(=CC=C5)OC)O)(C(=O)CO)O)N)O.Cl. Drug 2: CCN(CC)CCCC(C)NC1=C2C=C(C=CC2=NC3=C1C=CC(=C3)Cl)OC. Synergy scores: CSS=0.894, Synergy_ZIP=-1.22, Synergy_Bliss=-2.15, Synergy_Loewe=-5.72, Synergy_HSA=-3.17.